From a dataset of Reaction yield outcomes from USPTO patents with 853,638 reactions. Predict the reaction yield, written as a fraction of the theoretical maximum amount of product (1.0 means a 100% yield; for example, 0.34 means a 34% yield). (1) The reactants are Br[C:2]1[CH:3]=[CH:4][C:5]2[N:6]([C:15]3[CH:20]=[CH:19][CH:18]=[CH:17][CH:16]=3)[C:7]3[C:12]([C:13]=2[CH:14]=1)=[CH:11][CH:10]=[CH:9][CH:8]=3.C([Li])CCC.[B:26](OC)([O:29]C)[O:27]C.Cl. The catalyst is O1CCCC1. The product is [C:7]1([N:6]2[C:5]3[CH:13]=[CH:14][C:2]([B:26]([OH:29])[OH:27])=[CH:3][C:4]=3[C:20]3[C:15]2=[CH:16][CH:17]=[CH:18][CH:19]=3)[CH:12]=[CH:11][CH:10]=[CH:9][CH:8]=1. The yield is 0.800. (2) The reactants are FC(F)(F)C(O)=O.[CH2:8]1[C:17]2[C:12](=[CH:13][C:14]([CH:18]([NH:20][C:21](=[O:23])[CH3:22])[CH3:19])=[CH:15][CH:16]=2)[CH2:11][CH2:10][NH:9]1.Br[CH2:25][C:26]1[CH:31]=[CH:30][C:29]([O:32][CH2:33][CH2:34][CH3:35])=[C:28]([Cl:36])[CH:27]=1.C([O-])([O-])=O.[Cs+].[Cs+].O. The catalyst is CN(C=O)C.[Cu]I. The product is [Cl:36][C:28]1[CH:27]=[C:26]([CH:31]=[CH:30][C:29]=1[O:32][CH2:33][CH2:34][CH3:35])[CH2:25][N:9]1[CH2:10][CH2:11][C:12]2[C:17](=[CH:16][CH:15]=[C:14]([CH:18]([NH:20][C:21](=[O:23])[CH3:22])[CH3:19])[CH:13]=2)[CH2:8]1. The yield is 0.248. (3) The reactants are [CH3:1][C:2]1[CH:3]=[C:4]([N:9]([C:13]2[NH:14][C:15](=[O:22])[NH:16][C:17](=[O:21])[C:18]=2[CH2:19][CH3:20])[C:10](=[O:12])[CH3:11])[CH:5]=[C:6]([CH3:8])[CH:7]=1.C[Si](C)(C)N[Si](C)(C)C.[CH2:32]([O:34][CH2:35]Cl)[CH3:33].Cl[Sn](Cl)(Cl)Cl.C(=O)(O)[O-].[Na+]. The catalyst is Cl[Si](C)(C)C. The product is [CH3:8][C:6]1[CH:5]=[C:4]([N:9]([C:13]2[N:14]([CH2:35][O:34][CH2:32][CH3:33])[C:15](=[O:22])[NH:16][C:17](=[O:21])[C:18]=2[CH2:19][CH3:20])[C:10](=[O:12])[CH3:11])[CH:3]=[C:2]([CH3:1])[CH:7]=1. The yield is 0.450.